Dataset: Reaction yield outcomes from USPTO patents with 853,638 reactions. Task: Predict the reaction yield, written as a fraction of the theoretical maximum amount of product (1.0 means a 100% yield; for example, 0.34 means a 34% yield). The reactants are [H-].[Al+3].[Li+].[H-].[H-].[H-].C(O[C:10]([C:12]1[N:13]([CH2:22][C:23]#[N:24])[C:14]2[C:19]([CH:20]=1)=[C:18]([Br:21])[CH:17]=[CH:16][CH:15]=2)=O)C.C(C(C(C([O-])=O)O)O)([O-])=O.[Na+].[K+]. The catalyst is C(OCC)C. The product is [Br:21][C:18]1[C:19]2[CH:20]=[C:12]3[CH2:10][NH:24][CH2:23][CH2:22][N:13]3[C:14]=2[CH:15]=[CH:16][CH:17]=1. The yield is 0.340.